This data is from Aqueous solubility values for 9,982 compounds from the AqSolDB database. The task is: Regression/Classification. Given a drug SMILES string, predict its absorption, distribution, metabolism, or excretion properties. Task type varies by dataset: regression for continuous measurements (e.g., permeability, clearance, half-life) or binary classification for categorical outcomes (e.g., BBB penetration, CYP inhibition). For this dataset (solubility_aqsoldb), we predict Y. (1) The compound is OC1[C@@H](O)[C@H](O)C[C@@H](O)[C@@H]1O. The Y is -0.174 log mol/L. (2) The drug is CC(O)CCO. The Y is 1.05 log mol/L. (3) The compound is CCCCC(=O)OC1(C(=O)CO)C(C)CC2C3CCC4=CC(=O)C=CC4(C)C3(F)C(O)CC21C. The Y is -4.71 log mol/L. (4) The molecule is Clc1ccc(-c2c(Cl)cc(Cl)c(Cl)c2Cl)cc1Cl. The Y is -7.65 log mol/L.